Dataset: Reaction yield outcomes from USPTO patents with 853,638 reactions. Task: Predict the reaction yield, written as a fraction of the theoretical maximum amount of product (1.0 means a 100% yield; for example, 0.34 means a 34% yield). The reactants are C[O:2][C:3](=[O:23])[C:4]1[C:5](=[C:10]([O:14][CH2:15][C:16]2[CH:21]=[CH:20][CH:19]=[C:18]([Cl:22])[CH:17]=2)[CH:11]=[CH:12][CH:13]=1)[C:6]([O:8]C)=[O:7]. The catalyst is [OH-].[Na+]. The product is [Cl:22][C:18]1[CH:17]=[C:16]([CH:21]=[CH:20][CH:19]=1)[CH2:15][O:14][C:10]1[CH:11]=[CH:12][CH:13]=[C:4]([C:3]([OH:23])=[O:2])[C:5]=1[C:6]([OH:8])=[O:7]. The yield is 0.870.